This data is from Retrosynthesis with 50K atom-mapped reactions and 10 reaction types from USPTO. The task is: Predict the reactants needed to synthesize the given product. Given the product CCOc1nc(C)ncc1C1=N[C@@H](c2ccc(Cl)cc2)[C@@H](c2ccc(Cl)cc2)N1C(=O)N1CCN(CCS(C)(=O)=O)CC1, predict the reactants needed to synthesize it. The reactants are: CCOc1nc(C)ncc1C1=NC(c2ccc(Cl)cc2)C(c2ccc(Cl)cc2)N1C(=O)Cl.CS(=O)(=O)CCN1CCNCC1.